From a dataset of Forward reaction prediction with 1.9M reactions from USPTO patents (1976-2016). Predict the product of the given reaction. (1) Given the reactants [N:1]1(C(OC(C)(C)C)=O)[CH2:6][CH2:5][N:4]([C:7]([O:9][CH:10]([C:15]([F:18])([F:17])[F:16])[C:11]([F:14])([F:13])[F:12])=[O:8])[CH2:3][CH2:2]1.FC(F)(F)C(O)=O, predict the reaction product. The product is: [N:4]1([C:7]([O:9][CH:10]([C:11]([F:13])([F:12])[F:14])[C:15]([F:16])([F:17])[F:18])=[O:8])[CH2:5][CH2:6][NH:1][CH2:2][CH2:3]1. (2) Given the reactants [F:1][C:2]1[C:7]([C:8]2[CH:13]=[CH:12][CH:11]=[C:10]([CH:14]=O)[CH:9]=2)=[CH:6][C:5]([CH2:16][NH:17][C:18]([C:20]2[CH:21]=[C:22]([CH2:26][CH:27]3[CH2:32][CH2:31][N:30](C(OC(C)(C)C)=O)[CH2:29][CH2:28]3)[CH:23]=[CH:24][CH:25]=2)=[O:19])=[CH:4][CH:3]=1.C[C@H:41]1[CH2:46][NH:45][CH2:44][CH2:43][N:42]1C(OC(C)(C)C)=O.[BH-](OC(C)=O)(OC(C)=O)OC(C)=O.[Na+], predict the reaction product. The product is: [F:1][C:2]1[C:7]([C:8]2[CH:13]=[CH:12][CH:11]=[C:10]([CH2:14][N:42]3[CH2:43][CH2:44][NH:45][CH2:46][CH2:41]3)[CH:9]=2)=[CH:6][C:5]([CH2:16][NH:17][C:18](=[O:19])[C:20]2[CH:25]=[CH:24][CH:23]=[C:22]([CH2:26][CH:27]3[CH2:28][CH2:29][NH:30][CH2:31][CH2:32]3)[CH:21]=2)=[CH:4][CH:3]=1. (3) Given the reactants [CH3:1][O:2][C:3]1[C:24]2[O:23][C:10]3[C:11](=[O:22])[N:12]([C@@H:14]([CH2:18][CH:19]([CH3:21])[CH3:20])[C:15]([OH:17])=O)[CH2:13][C:9]=3[CH2:8][C:7]=2[C:6]([O:25][CH3:26])=[CH:5][CH:4]=1.CN1CCOCC1.F[P-](F)(F)(F)(F)F.N1(OC(N(C)C)=[N+](C)C)C2N=CC=CC=2N=N1.[NH2:58][C:59]1[CH:64]=[CH:63][C:62]([Cl:65])=[CH:61][N:60]=1, predict the reaction product. The product is: [Cl:65][C:62]1[CH:63]=[CH:64][C:59]([NH:58][C:15](=[O:17])[C@@H:14]([N:12]2[CH2:13][C:9]3[CH2:8][C:7]4[C:6]([O:25][CH3:26])=[CH:5][CH:4]=[C:3]([O:2][CH3:1])[C:24]=4[O:23][C:10]=3[C:11]2=[O:22])[CH2:18][CH:19]([CH3:21])[CH3:20])=[N:60][CH:61]=1. (4) Given the reactants [C:1]([O:5][C:6]([NH:8][CH2:9][C:10]1[CH:15]=[CH:14][C:13]([N:16]2[C:22]3[CH:23]=[CH:24][CH:25]=[CH:26][C:21]=3[N:20]([CH2:27][C:28]3[CH:33]=[CH:32][C:31]([NH:34][S:35]([CH3:38])(=[O:37])=[O:36])=[CH:30][CH:29]=3)[C:19](=[O:39])[CH:18]([CH2:40][C:41](O)=[O:42])[C:17]2=[O:44])=[CH:12][CH:11]=1)=[O:7])([CH3:4])([CH3:3])[CH3:2].[F:45][C:46]1[CH:53]=[CH:52][CH:51]=[CH:50][C:47]=1[CH2:48][NH2:49].P(C#N)(OCC)(OCC)=O.C(N(CC)CC)C, predict the reaction product. The product is: [F:45][C:46]1[CH:53]=[CH:52][CH:51]=[CH:50][C:47]=1[CH2:48][NH:49][C:41](=[O:42])[CH2:40][CH:18]1[C:17](=[O:44])[N:16]([C:13]2[CH:14]=[CH:15][C:10]([CH2:9][NH:8][C:6]([O:5][C:1]([CH3:4])([CH3:3])[CH3:2])=[O:7])=[CH:11][CH:12]=2)[C:22]2[CH:23]=[CH:24][CH:25]=[CH:26][C:21]=2[N:20]([CH2:27][C:28]2[CH:29]=[CH:30][C:31]([NH:34][S:35]([CH3:38])(=[O:37])=[O:36])=[CH:32][CH:33]=2)[C:19]1=[O:39]. (5) Given the reactants [Cl-].[Cl-].[Cl-].[Al+3].[Cl-].[Na+].C([O:11][C:12]1[CH:17]=[CH:16][C:15]([Br:18])=[CH:14][CH:13]=1)(=O)C=C, predict the reaction product. The product is: [Br:18][C:15]1[CH:14]=[CH:13][C:12]([OH:11])=[C:17]2[C:16]=1[CH2:14][CH2:13][C:12]2=[O:11]. (6) Given the reactants [F:1][C:2]1[CH:7]=[CH:6][C:5]([O:8][CH3:9])=[CH:4][C:3]=1[C:10]1[O:14][C:13]([CH3:15])=[C:12]([CH:16]([NH:21][C:22]2[CH:30]=[CH:29][C:25]([C:26]([OH:28])=O)=[CH:24][CH:23]=2)[CH2:17][CH:18]([CH3:20])[CH3:19])[CH:11]=1.[CH3:31][NH:32][CH2:33][CH2:34][C:35]([O:37]CC)=[O:36].Cl.C(N=C=NCCCN(C)C)C.O.OC1C2N=NNC=2C=CC=1, predict the reaction product. The product is: [F:1][C:2]1[CH:7]=[CH:6][C:5]([O:8][CH3:9])=[CH:4][C:3]=1[C:10]1[O:14][C:13]([CH3:15])=[C:12]([CH:16]([NH:21][C:22]2[CH:23]=[CH:24][C:25]([C:26]([N:32]([CH3:31])[CH2:33][CH2:34][C:35]([OH:37])=[O:36])=[O:28])=[CH:29][CH:30]=2)[CH2:17][CH:18]([CH3:20])[CH3:19])[CH:11]=1.